From a dataset of Full USPTO retrosynthesis dataset with 1.9M reactions from patents (1976-2016). Predict the reactants needed to synthesize the given product. (1) Given the product [C:11]([C:5]1[CH:6]=[C:7]([N+:8]([O-:10])=[O:9])[C:2]([CH3:1])=[N:3][CH:4]=1)#[CH:12], predict the reactants needed to synthesize it. The reactants are: [CH3:1][C:2]1[C:7]([N+:8]([O-:10])=[O:9])=[CH:6][C:5]([C:11]#[C:12][Si](C)(C)C)=[CH:4][N:3]=1.C(=O)([O-])[O-].[K+].[K+]. (2) Given the product [F:51][C:52]([F:56])([CH3:55])[CH2:53][O:31][C:30](=[O:32])[C@H:29]([OH:33])[CH2:28][N:12]([CH2:13][C:14]1[CH:19]=[CH:18][C:17]([C:20]2[CH:25]=[C:24]([Cl:26])[CH:23]=[CH:22][C:21]=2[F:27])=[CH:16][CH:15]=1)[NH:11][C:9]([C:6]1[NH:7][N:8]=[C:4]([C:1](=[O:3])[CH3:2])[CH:5]=1)=[O:10], predict the reactants needed to synthesize it. The reactants are: [C:1]([C:4]1[CH:5]=[C:6]([C:9]([NH:11][N:12]([CH2:28][C@@H:29]([OH:33])[C:30]([OH:32])=[O:31])[CH2:13][C:14]2[CH:19]=[CH:18][C:17]([C:20]3[CH:25]=[C:24]([Cl:26])[CH:23]=[CH:22][C:21]=3[F:27])=[CH:16][CH:15]=2)=[O:10])[NH:7][N:8]=1)(=[O:3])[CH3:2].C1C=CC2N(O)N=NC=2C=1.C(Cl)CCl.C(Cl)Cl.[F:51][C:52]([F:56])([CH3:55])[CH2:53]O. (3) Given the product [CH:26]1([CH2:25][O:24][C:21]2[CH:20]=[CH:19][C:18]([CH2:17][N:10]3[CH2:9][CH2:8][C:7]4[C:12](=[CH:13][CH:14]=[C:5]([O:4][CH3:3])[CH:6]=4)[C:11]3=[O:15])=[CH:23][CH:22]=2)[CH2:27][CH2:28]1, predict the reactants needed to synthesize it. The reactants are: [H-].[Na+].[CH3:3][O:4][C:5]1[CH:6]=[C:7]2[C:12](=[CH:13][CH:14]=1)[C:11](=[O:15])[NH:10][CH2:9][CH2:8]2.Br[CH2:17][C:18]1[CH:23]=[CH:22][C:21]([O:24][CH2:25][CH:26]2[CH2:28][CH2:27]2)=[CH:20][CH:19]=1.O. (4) Given the product [CH3:4][C:2]([Si:5]([CH3:42])([CH3:43])[O:6][CH2:7][C@@:8]1([C:38]([NH:40][CH3:41])=[O:39])[CH2:12][CH2:11][C@H:10]([C:13]2[CH:18]=[CH:17][C:16]([O:19][CH2:20][C:21]3[CH:26]=[CH:25][CH:24]=[CH:23][C:22]=3[F:27])=[CH:15][CH:14]=2)[NH:9]1)([CH3:1])[CH3:3], predict the reactants needed to synthesize it. The reactants are: [CH3:1][C:2]([Si:5]([CH3:43])([CH3:42])[O:6][CH2:7][C@@:8]1([C:38]([NH:40][CH3:41])=[O:39])[CH2:12][CH2:11][C@H:10]([C:13]2[CH:18]=[CH:17][C:16]([O:19][CH2:20][C:21]3[CH:26]=[CH:25][CH:24]=[CH:23][C:22]=3[F:27])=[CH:15][CH:14]=2)[N:9]1C(OCC1C=CC=CC=1)=O)([CH3:4])[CH3:3]. (5) Given the product [CH3:29][S:28][C:24]1[N:25]=[C:26]([N:18]2[C:19]3[C:15](=[CH:14][CH:13]=[C:12]([C:8]4[CH:9]=[CH:10][CH:11]=[C:6]([N+:3]([O-:5])=[O:4])[CH:7]=4)[CH:20]=3)[CH:16]=[CH:17]2)[CH:27]=[CH:22][N:23]=1, predict the reactants needed to synthesize it. The reactants are: [H-].[Na+].[N+:3]([C:6]1[CH:7]=[C:8]([C:12]2[CH:20]=[C:19]3[C:15]([CH:16]=[CH:17][NH:18]3)=[CH:14][CH:13]=2)[CH:9]=[CH:10][CH:11]=1)([O-:5])=[O:4].Cl[C:22]1[CH:27]=[CH:26][N:25]=[C:24]([S:28][CH3:29])[N:23]=1.O. (6) The reactants are: Cl.C([OH:4])C.C(O[Si](OCC)(OCC)OCC)C.[CH3:27][CH:19]1[O:26][C:24](=[O:25])[CH:23]([CH3:27])[O:22][C:20]1=[O:21].[CH2:19]1[O:26][C:24](=[O:25])[CH2:23][O:22][C:20]1=[O:21]. Given the product [CH3:27][CH:23]([O:22][C:20]([CH2:19][OH:26])=[O:21])[C:24]([OH:4])=[O:25], predict the reactants needed to synthesize it. (7) Given the product [Br:17][C:13]1[CH:12]=[C:11]([N:10]2[C:9]3[CH:8]=[CH:7][C:4]([C:5]#[N:6])=[CH:3][C:2]=3[N:1]=[CH:18]2)[CH:16]=[CH:15][CH:14]=1, predict the reactants needed to synthesize it. The reactants are: [NH2:1][C:2]1[CH:3]=[C:4]([CH:7]=[CH:8][C:9]=1[NH:10][C:11]1[CH:16]=[CH:15][CH:14]=[C:13]([Br:17])[CH:12]=1)[C:5]#[N:6].[CH2:18](OC(OCC)OCC)C.CC1C=CC(S(O)(=O)=O)=CC=1. (8) The reactants are: Br[CH2:2][CH2:3][CH2:4][N:5]1[C:9]2[CH:10]=[CH:11][CH:12]=[CH:13][C:8]=2[N:7]([C:14]2[CH:19]=[CH:18][C:17]([F:20])=[C:16]([F:21])[CH:15]=2)[S:6]1(=[O:23])=[O:22].[N:24]1([C:30]([O:32][C:33]([CH3:36])([CH3:35])[CH3:34])=[O:31])[CH2:29][CH2:28][NH:27][CH2:26][CH2:25]1.C(N(CC)C(C)C)(C)C. Given the product [F:21][C:16]1[CH:15]=[C:14]([N:7]2[C:8]3[CH:13]=[CH:12][CH:11]=[CH:10][C:9]=3[N:5]([CH2:4][CH2:3][CH2:2][N:27]3[CH2:26][CH2:25][N:24]([C:30]([O:32][C:33]([CH3:36])([CH3:35])[CH3:34])=[O:31])[CH2:29][CH2:28]3)[S:6]2(=[O:23])=[O:22])[CH:19]=[CH:18][C:17]=1[F:20], predict the reactants needed to synthesize it. (9) The reactants are: [NH2:1][C:2]1([C:6]([OH:8])=[O:7])[CH2:5][O:4][CH2:3]1.C[N+](C)(C)C.[OH-].[CH3:15][C:16]([O:19][C:20](O[C:20]([O:19][C:16]([CH3:18])([CH3:17])[CH3:15])=[O:21])=[O:21])([CH3:18])[CH3:17].O. Given the product [C:16]([O:19][C:20]([NH:1][C:2]1([C:6]([OH:8])=[O:7])[CH2:5][O:4][CH2:3]1)=[O:21])([CH3:18])([CH3:17])[CH3:15], predict the reactants needed to synthesize it.